From a dataset of Full USPTO retrosynthesis dataset with 1.9M reactions from patents (1976-2016). Predict the reactants needed to synthesize the given product. Given the product [F:1][C:2]1[CH:7]=[CH:6][CH:5]=[C:4]([F:8])[C:3]=1[N:9]1[C:14]2[N:15]=[C:16]([NH:36][CH2:37][CH2:38][N:39]([CH3:47])[C:40](=[O:46])[O:41][C:42]([CH3:43])([CH3:44])[CH3:45])[N:17]=[C:18]([C:19]3[CH:20]=[C:21]([C:22]([NH:24][CH:25]([CH3:27])[CH3:26])=[O:23])[CH:28]=[CH:29][C:30]=3[CH3:31])[C:13]=2[CH2:12][NH:11][C:10]1=[O:35], predict the reactants needed to synthesize it. The reactants are: [F:1][C:2]1[CH:7]=[CH:6][CH:5]=[C:4]([F:8])[C:3]=1[N:9]1[C:14]2[N:15]=[C:16](S(C)=O)[N:17]=[C:18]([C:19]3[CH:20]=[C:21]([CH:28]=[CH:29][C:30]=3[CH3:31])[C:22]([NH:24][CH:25]([CH3:27])[CH3:26])=[O:23])[C:13]=2[CH2:12][NH:11][C:10]1=[O:35].[NH2:36][CH2:37][CH2:38][N:39]([CH3:47])[C:40](=[O:46])[O:41][C:42]([CH3:45])([CH3:44])[CH3:43].C(N(CC)C(C)C)(C)C.